From a dataset of Forward reaction prediction with 1.9M reactions from USPTO patents (1976-2016). Predict the product of the given reaction. (1) Given the reactants [Na].Br.Br[CH2:4][CH2:5][NH2:6].[Cl:7][C:8]1[CH:13]=[CH:12][C:11]([SH:14])=[CH:10][CH:9]=1, predict the reaction product. The product is: [Cl:7][C:8]1[CH:13]=[CH:12][C:11]([S:14][CH2:4][CH2:5][NH2:6])=[CH:10][CH:9]=1. (2) Given the reactants [N:1]1[CH:6]=[CH:5][CH:4]=[CH:3][C:2]=1[N:7]1[CH2:12][CH2:11][NH:10][CH2:9][CH2:8]1.[F:13][C:14]([F:27])([F:26])[C:15]1[CH:20]=[CH:19][CH:18]=[CH:17][C:16]=1[NH:21][C:22](=[O:25])[CH2:23]Cl.C(=O)([O-])[O-].[Na+].[Na+], predict the reaction product. The product is: [N:1]1[CH:6]=[CH:5][CH:4]=[CH:3][C:2]=1[N:7]1[CH2:8][CH2:9][N:10]([CH2:23][C:22]([NH:21][C:16]2[CH:17]=[CH:18][CH:19]=[CH:20][C:15]=2[C:14]([F:13])([F:26])[F:27])=[O:25])[CH2:11][CH2:12]1. (3) Given the reactants [CH3:1][C:2]([C:8]1[CH:13]=[CH:12][CH:11]=[CH:10][CH:9]=1)([CH3:7])[CH2:3][C:4]([OH:6])=[O:5].[Br:14]C1C=CC=CC=1, predict the reaction product. The product is: [CH3:7][C:2]([C:8]1[CH:9]=[CH:10][CH:11]=[C:12]([Br:14])[CH:13]=1)([CH3:1])[CH2:3][C:4]([OH:6])=[O:5]. (4) Given the reactants [O:1]([CH2:8][C:9]1[CH:16]=[CH:15][C:12]([CH2:13][NH2:14])=[CH:11][CH:10]=1)[C:2]1[CH:7]=[CH:6][CH:5]=[CH:4][CH:3]=1.[NH2:17][C:18]1[N:26]=[C:25]([CH3:27])[CH:24]=[CH:23][C:19]=1[C:20](O)=[O:21].ON1C2C=CC=CC=2N=N1.CCN=C=NCCCN(C)C, predict the reaction product. The product is: [O:1]([CH2:8][C:9]1[CH:10]=[CH:11][C:12]([CH2:13][NH:14][C:20](=[O:21])[C:19]2[CH:23]=[CH:24][C:25]([CH3:27])=[N:26][C:18]=2[NH2:17])=[CH:15][CH:16]=1)[C:2]1[CH:3]=[CH:4][CH:5]=[CH:6][CH:7]=1. (5) Given the reactants O.[NH2:2]N.C[N:5]([CH2:7][CH:8]1[CH2:13][CH2:12][CH2:11][CH2:10][C:9]1=O)C, predict the reaction product. The product is: [N:2]1[NH:5][CH2:7][CH:8]2[C:9]=1[CH2:10][CH2:11][CH2:12][CH2:13]2. (6) Given the reactants C([O:4][C:5]1[CH:6]=[C:7]([CH:11]=[CH:12][C:13]([NH:15][C@H:16]([C:26]([O:28]C)=[O:27])[CH2:17][C:18]2[CH:23]=[CH:22][C:21]([O:24][CH3:25])=[CH:20][CH:19]=2)=[O:14])[CH:8]=[CH:9][CH:10]=1)(=O)C.[OH-].[Na+], predict the reaction product. The product is: [OH:4][C:5]1[CH:6]=[C:7]([CH:11]=[CH:12][C:13]([NH:15][C@H:16]([C:26]([OH:28])=[O:27])[CH2:17][C:18]2[CH:19]=[CH:20][C:21]([O:24][CH3:25])=[CH:22][CH:23]=2)=[O:14])[CH:8]=[CH:9][CH:10]=1.